From a dataset of Reaction yield outcomes from USPTO patents with 853,638 reactions. Predict the reaction yield, written as a fraction of the theoretical maximum amount of product (1.0 means a 100% yield; for example, 0.34 means a 34% yield). (1) The reactants are [CH:1]1([N:7]=[C:8]=[O:9])[CH2:6][CH2:5][CH2:4][CH2:3][CH2:2]1.FC(F)(F)C([O-])=O.[CH2:17]([O:24][C:25]1[CH:30]=[C:29]([O:31][CH2:32][C:33]2[CH:38]=[CH:37][CH:36]=[CH:35][CH:34]=2)[CH:28]=[CH:27][C:26]=1[CH:39]1[CH2:43][CH2:42][NH2+:41][CH2:40]1)[C:18]1[CH:23]=[CH:22][CH:21]=[CH:20][CH:19]=1. The product is [CH:1]1([NH:7][C:8]([N:41]2[CH2:42][CH2:43][CH:39]([C:26]3[CH:27]=[CH:28][C:29]([O:31][CH2:32][C:33]4[CH:38]=[CH:37][CH:36]=[CH:35][CH:34]=4)=[CH:30][C:25]=3[O:24][CH2:17][C:18]3[CH:19]=[CH:20][CH:21]=[CH:22][CH:23]=3)[CH2:40]2)=[O:9])[CH2:6][CH2:5][CH2:4][CH2:3][CH2:2]1. The catalyst is O1CCCC1.C(N(CC)C(C)C)(C)C. The yield is 0.660. (2) The reactants are [CH3:1][C:2]1([CH3:32])[CH2:7][C:6](=O)[CH2:5][C:4](C)([CH3:9])[P:3]1[C:11]1[CH:16]=[CH:15][CH:14]=[CH:13][C:12]=1[C:17]1[C:22]([CH:23]([CH3:25])[CH3:24])=[CH:21][C:20]([CH:26]([CH3:28])[CH3:27])=[CH:19][C:18]=1[CH:29]([CH3:31])[CH3:30].B(F)(F)F.CC[O:39][CH2:40][CH3:41].P.C[Si](C=[N+]=[N-])(C)C. The catalyst is Cl. The product is [CH3:9][C:4]1([CH3:5])[CH2:41][C:40](=[O:39])[CH2:6][CH2:7][C:2]([CH3:32])([CH3:1])[P:3]1[C:11]1[CH:16]=[CH:15][CH:14]=[CH:13][C:12]=1[C:17]1[C:18]([CH:29]([CH3:31])[CH3:30])=[CH:19][C:20]([CH:26]([CH3:28])[CH3:27])=[CH:21][C:22]=1[CH:23]([CH3:25])[CH3:24]. The yield is 0.630.